This data is from Full USPTO retrosynthesis dataset with 1.9M reactions from patents (1976-2016). The task is: Predict the reactants needed to synthesize the given product. Given the product [Br:1][C:2]1[C:7]2[N:8]=[CH:9][N:10]=[C:11]([N:20]([CH2:19][C:18]3[CH:17]=[CH:16][C:15]([O:14][CH3:13])=[CH:31][CH:30]=3)[CH2:21][C:22]3[CH:23]=[CH:24][C:25]([O:28][CH3:29])=[CH:26][CH:27]=3)[C:6]=2[CH:5]=[N:4][CH:3]=1, predict the reactants needed to synthesize it. The reactants are: [Br:1][C:2]1[C:7]2[N:8]=[CH:9][N:10]=[C:11](Cl)[C:6]=2[CH:5]=[N:4][CH:3]=1.[CH3:13][O:14][C:15]1[CH:31]=[CH:30][C:18]([CH2:19][NH:20][CH2:21][C:22]2[CH:27]=[CH:26][C:25]([O:28][CH3:29])=[CH:24][CH:23]=2)=[CH:17][CH:16]=1.